This data is from Catalyst prediction with 721,799 reactions and 888 catalyst types from USPTO. The task is: Predict which catalyst facilitates the given reaction. (1) Reactant: [Cl:1][C:2]1[CH:7]=[C:6]([O:8][CH3:9])[CH:5]=[CH:4][C:3]=1[C:10]1[N:15]2[N:16]=[C:17]([CH2:22][CH3:23])[C:18]([N+:19]([O-])=O)=[C:14]2[CH:13]=[CH:12][CH:11]=1.O.C(O)(=O)C. Product: [Cl:1][C:2]1[CH:7]=[C:6]([O:8][CH3:9])[CH:5]=[CH:4][C:3]=1[C:10]1[N:15]2[N:16]=[C:17]([CH2:22][CH3:23])[C:18]([NH2:19])=[C:14]2[CH:13]=[CH:12][CH:11]=1. The catalyst class is: 490. (2) Reactant: Cl.[Cl:2][C:3]1[C:4]([C:18]([F:21])([F:20])[F:19])=[N:5][N:6]([CH2:9][C:10]([N:12]2[CH2:17][CH2:16][NH:15][CH2:14][CH2:13]2)=[O:11])[C:7]=1[CH3:8].C(=O)([O-])[O-].[K+].[K+].[Br:28][C:29]1[CH:30]=[N:31][C:32](Cl)=[N:33][CH:34]=1. Product: [Br:28][C:29]1[CH:30]=[N:31][C:32]([N:15]2[CH2:14][CH2:13][N:12]([C:10](=[O:11])[CH2:9][N:6]3[C:7]([CH3:8])=[C:3]([Cl:2])[C:4]([C:18]([F:21])([F:19])[F:20])=[N:5]3)[CH2:17][CH2:16]2)=[N:33][CH:34]=1. The catalyst class is: 9. (3) Reactant: [OH-].[Na+].O.O.[I:5][C:6]1[CH:7]=[C:8]([CH:15]=[C:16]([I:19])[C:17]=1[OH:18])[CH2:9][C@@H:10]([C:12]([OH:14])=[O:13])[NH2:11].S([O-])([O-])(=O)=O.[Cu+2:25]. Product: [Cu:25].[I:5][C:6]1[CH:7]=[C:8]([CH:15]=[C:16]([I:19])[C:17]=1[OH:18])[CH2:9][C@@H:10]([C:12]([OH:14])=[O:13])[NH2:11]. The catalyst class is: 6. (4) Reactant: C(=O)([O-])[O-].[K+].[K+].[CH3:7][O:8][C:9]1[CH:14]=[CH:13][C:12]([N+:15]([O-:17])=[O:16])=[CH:11][C:10]=1[OH:18].[CH2:19](Br)[C:20]1[CH:25]=[CH:24][CH:23]=[CH:22][CH:21]=1. Product: [CH2:19]([O:18][C:10]1[CH:11]=[C:12]([N+:15]([O-:17])=[O:16])[CH:13]=[CH:14][C:9]=1[O:8][CH3:7])[C:20]1[CH:25]=[CH:24][CH:23]=[CH:22][CH:21]=1. The catalyst class is: 21. (5) Reactant: C(O[CH:4]=[C:5]([C:8]#[N:9])[C:6]#[N:7])C.Cl.[F:11][C:12]1[CH:17]=[C:16]([F:18])[CH:15]=[CH:14][C:13]=1[NH:19][NH2:20].C(N(CC)CC)C.C(OCC)C. Product: [NH2:9][C:8]1[N:19]([C:13]2[CH:14]=[CH:15][C:16]([F:18])=[CH:17][C:12]=2[F:11])[N:20]=[CH:4][C:5]=1[C:6]#[N:7]. The catalyst class is: 8. (6) Reactant: [CH3:1][C:2]1[CH:10]=[CH:9][C:5]([C:6]([OH:8])=[O:7])=[CH:4][C:3]=1[C:11]([F:14])([F:13])[F:12].[Br:15]([O-])(=O)=O.[Na+].S(=O)(O)[O-].[Na+]. Product: [Br:15][CH2:1][C:2]1[CH:10]=[CH:9][C:5]([C:6]([OH:8])=[O:7])=[CH:4][C:3]=1[C:11]([F:12])([F:13])[F:14]. The catalyst class is: 480. (7) Reactant: [CH:1]([OH:4])([CH3:3])[CH3:2].Cl[C:6]([O:8][CH:9]([Cl:11])[CH3:10])=[O:7].N1C=CC=CC=1. Product: [C:6](=[O:7])([O:4][CH:1]([CH3:3])[CH3:2])[O:8][CH:9]([Cl:11])[CH3:10]. The catalyst class is: 27. (8) Reactant: [F:1][C:2]1[CH:7]=[CH:6][CH:5]=[CH:4][C:3]=1[C@:8]12[CH2:16][O:15][C@H:14]([CH3:17])[C@H:13]1[CH2:12][S:11][C:10]([NH2:18])=[N:9]2.FC(F)(F)C(O)=O.S(=O)(=O)(O)O.[Br:31]N1C(=O)CCC1=O. Product: [Br:31][C:5]1[CH:6]=[CH:7][C:2]([F:1])=[C:3]([C@:8]23[CH2:16][O:15][C@H:14]([CH3:17])[C@H:13]2[CH2:12][S:11][C:10]([NH2:18])=[N:9]3)[CH:4]=1. The catalyst class is: 801. (9) Reactant: [C:1]([O:5][C:6]([N:8]1[CH2:13][CH2:12][N:11]([CH:14]=O)[CH:10](C([O-])=O)[CH2:9]1)=[O:7])([CH3:4])([CH3:3])[CH3:2].[Na+].C1(C)C=CC(S(Cl)(=O)=O)=CC=1.Cl[C:32](=[CH2:35])[C:33]#[N:34].C(N(CC)CC)C. Product: [C:33]([C:32]1[CH:35]=[CH:14][N:11]2[CH2:12][CH2:13][N:8]([C:6]([O:5][C:1]([CH3:4])([CH3:3])[CH3:2])=[O:7])[CH2:9][C:10]=12)#[N:34]. The catalyst class is: 46.